Task: Predict the product of the given reaction.. Dataset: Forward reaction prediction with 1.9M reactions from USPTO patents (1976-2016) (1) Given the reactants [C:1]([C:3]1[CH:4]=[C:5]([CH:9]=[CH:10][C:11]=1[O:12][CH:13]([CH3:15])[CH3:14])[C:6]([OH:8])=O)#[N:2].C(Cl)CCl.O[NH:21][C:22]([C:24]1[CH:25]=[C:26]2[C:30](=[CH:31][CH:32]=1)[NH:29][N:28]=[CH:27]2)=[NH:23], predict the reaction product. The product is: [NH:29]1[C:30]2[C:26](=[CH:25][C:24]([C:22]3[N:21]=[C:6]([C:5]4[CH:9]=[CH:10][C:11]([O:12][CH:13]([CH3:15])[CH3:14])=[C:3]([CH:4]=4)[C:1]#[N:2])[O:8][N:23]=3)=[CH:32][CH:31]=2)[CH:27]=[N:28]1. (2) Given the reactants S.[Cl:2][C:3]1[CH:4]=[CH:5][C:6]([NH:9][C:10]([C:12]2[CH:17]=[CH:16][CH:15]=[CH:14][C:13]=2[NH:18][C:19]([C:21]2[CH:26]=[CH:25][C:24]([C:27]3[CH:32]=[CH:31][CH:30]=[CH:29][C:28]=3[C:33]#[N:34])=[CH:23][CH:22]=2)=[O:20])=[O:11])=[N:7][CH:8]=1.CI.[N:37]1C=CC=CC=1, predict the reaction product. The product is: [Cl:2][C:3]1[CH:4]=[CH:5][C:6]([NH:9][C:10]([C:12]2[CH:17]=[CH:16][CH:15]=[CH:14][C:13]=2[NH:18][C:19]([C:21]2[CH:26]=[CH:25][C:24]([C:27]3[CH:32]=[CH:31][CH:30]=[CH:29][C:28]=3[C:33]([NH2:37])=[NH:34])=[CH:23][CH:22]=2)=[O:20])=[O:11])=[N:7][CH:8]=1. (3) Given the reactants [NH2:1][C:2]1[CH:3]=[C:4]([CH:29]=[CH:30][CH:31]=1)[O:5][CH:6]1[CH2:11][CH2:10][N:9]([CH2:12][C:13]2[CH:18]=[CH:17][C:16]([C:19]([OH:28])([C:24]([F:27])([F:26])[F:25])[C:20]([F:23])([F:22])[F:21])=[CH:15][CH:14]=2)[CH2:8][CH2:7]1.[C:32](Cl)(=O)[O:33]C1C=CC([N+]([O-])=O)=CC=1.C(N(CC)CC)C.[NH2:52][CH2:53][C:54]([CH3:57])([OH:56])[CH3:55], predict the reaction product. The product is: [F:26][C:24]([F:27])([F:25])[C:19]([C:16]1[CH:15]=[CH:14][C:13]([CH2:12][N:9]2[CH2:10][CH2:11][CH:6]([O:5][C:4]3[CH:3]=[C:2]([NH:1][C:32]([NH:52][CH2:53][C:54]([OH:56])([CH3:57])[CH3:55])=[O:33])[CH:31]=[CH:30][CH:29]=3)[CH2:7][CH2:8]2)=[CH:18][CH:17]=1)([OH:28])[C:20]([F:21])([F:22])[F:23]. (4) Given the reactants [CH3:1][C:2]1[CH:10]=[C:9]([CH3:11])[C:8]2[N:7](S(C3C=CC(C)=CC=3)(=O)=O)[CH:6]=[CH:5][C:4]=2[C:3]=1[C:22]([C:24]1[N:28](COCC[Si](C)(C)C)[C:27]2[CH:37]=[CH:38][C:39]([C:41]#[N:42])=[CH:40][C:26]=2[N:25]=1)=[O:23].CC1C=C(C)C2N(S(C3C=CC(C)=CC=3)(=O)=O)C=CC=2C=1C(C1N(COCC[Si](C)(C)C)C2C=C(C#N)C=CC=2N=1)=O, predict the reaction product. The product is: [CH3:1][C:2]1[CH:10]=[C:9]([CH3:11])[C:8]2[NH:7][CH:6]=[CH:5][C:4]=2[C:3]=1[C:22]([C:24]1[NH:28][C:27]2[CH:37]=[CH:38][C:39]([C:41]#[N:42])=[CH:40][C:26]=2[N:25]=1)=[O:23]. (5) The product is: [C:1]([C:3]1[C:7]([CH3:8])=[C:6]([CH2:9][C:10]2[CH:15]=[CH:14][CH:13]=[CH:12][C:11]=2[S:16]([N:19]2[CH2:20][CH2:21][CH2:22][CH2:23]2)(=[O:18])=[O:17])[N:5]([CH2:24][C:25]([OH:27])=[O:26])[C:4]=1[CH3:30])#[N:2]. Given the reactants [C:1]([C:3]1[C:7]([CH3:8])=[C:6]([CH2:9][C:10]2[CH:15]=[CH:14][CH:13]=[CH:12][C:11]=2[S:16]([N:19]2[CH2:23][CH2:22][CH2:21][CH2:20]2)(=[O:18])=[O:17])[N:5]([CH2:24][C:25]([O:27]CC)=[O:26])[C:4]=1[CH3:30])#[N:2].O.[OH-].[Li+].Cl, predict the reaction product. (6) Given the reactants [CH3:1][C:2]1[C:3]([C:7]([O:9][CH3:10])=[O:8])=[CH:4][S:5][CH:6]=1.C1C(=O)N([I:18])C(=O)C1, predict the reaction product. The product is: [I:18][C:6]1[S:5][CH:4]=[C:3]([C:7]([O:9][CH3:10])=[O:8])[C:2]=1[CH3:1]. (7) Given the reactants [AlH4-].[Li+].[N:3]1([C:8](=O)[CH2:9][CH2:10][C:11]2[CH:12]=[C:13]3[CH:19]=[CH:18][NH:17][C:14]3=[N:15][CH:16]=2)[CH2:7][CH2:6][CH2:5][CH2:4]1.S([O-])([O-])(=O)=O.[Na+].[Na+], predict the reaction product. The product is: [N:3]1([CH2:8][CH2:9][CH2:10][C:11]2[CH:12]=[C:13]3[CH:19]=[CH:18][NH:17][C:14]3=[N:15][CH:16]=2)[CH2:7][CH2:6][CH2:5][CH2:4]1.